Task: Predict the reactants needed to synthesize the given product.. Dataset: Full USPTO retrosynthesis dataset with 1.9M reactions from patents (1976-2016) (1) The reactants are: [Si]([O:8][CH:9]1[CH2:14][N:13]2[C:15]([C:18]3[CH:23]=[CH:22][C:21]([C:24]4[O:28][C:27]([CH3:29])=[N:26][CH:25]=4)=[C:20]([O:30][CH3:31])[CH:19]=3)=[N:16][N:17]=[C:12]2[CH:11]([C:32]2[CH:37]=[CH:36][C:35]([F:38])=[C:34]([F:39])[CH:33]=2)[CH2:10]1)(C(C)(C)C)(C)C.[H-].[Na+].[CH2:42]=[O:43].O. Given the product [F:39][C:34]1[CH:33]=[C:32]([C:11]2([CH2:42][OH:43])[CH2:10][CH:9]([OH:8])[CH2:14][N:13]3[C:15]([C:18]4[CH:23]=[CH:22][C:21]([C:24]5[O:28][C:27]([CH3:29])=[N:26][CH:25]=5)=[C:20]([O:30][CH3:31])[CH:19]=4)=[N:16][N:17]=[C:12]23)[CH:37]=[CH:36][C:35]=1[F:38], predict the reactants needed to synthesize it. (2) The reactants are: [C:1]([O:5][C:6](=[O:22])[NH:7][C:8]1[CH:13]=[CH:12][C:11]([C:14]2[CH:19]=[CH:18][CH:17]=[CH:16][C:15]=2[F:20])=[CH:10][C:9]=1[NH2:21])([CH3:4])([CH3:3])[CH3:2].C([O:27][C:28](=O)[CH2:29][C:30]([C:32]1[CH:37]=[CH:36][CH:35]=[C:34]([C:38]2[O:42][N:41]=[C:40]([CH3:43])[CH:39]=2)[CH:33]=1)=[O:31])(C)(C)C. Given the product [C:1]([O:5][C:6](=[O:22])[NH:7][C:8]1[CH:13]=[CH:12][C:11]([C:14]2[CH:19]=[CH:18][CH:17]=[CH:16][C:15]=2[F:20])=[CH:10][C:9]=1[NH:21][C:28](=[O:27])[CH2:29][C:30]([C:32]1[CH:37]=[CH:36][CH:35]=[C:34]([C:38]2[O:42][N:41]=[C:40]([CH3:43])[CH:39]=2)[CH:33]=1)=[O:31])([CH3:4])([CH3:2])[CH3:3], predict the reactants needed to synthesize it. (3) Given the product [CH:1]1([C@@H:6]2[NH:11][C:10](=[O:12])[C@H:9]([CH2:13][CH:14]([CH3:16])[CH3:15])[N:8]([C:28]([C@@H:26]3[CH2:27][C@H:25]3[C:20]3[CH:21]=[CH:22][C:23]([F:24])=[C:18]([F:17])[CH:19]=3)=[O:29])[CH2:7]2)[CH2:2][CH2:3][CH2:4][CH2:5]1, predict the reactants needed to synthesize it. The reactants are: [CH:1]1([C@@H:6]2[NH:11][C:10](=[O:12])[C@H:9]([CH2:13][CH:14]([CH3:16])[CH3:15])[NH:8][CH2:7]2)[CH2:5][CH2:4][CH2:3][CH2:2]1.[F:17][C:18]1[CH:19]=[C:20]([C@@H:25]2[CH2:27][C@H:26]2[C:28](O)=[O:29])[CH:21]=[CH:22][C:23]=1[F:24].C([C@@H]1N(C(=O)/C=C/C2C=CC=CC=2)C[C@H](CC(C)C)NC1=O)C(C)C.